This data is from Catalyst prediction with 721,799 reactions and 888 catalyst types from USPTO. The task is: Predict which catalyst facilitates the given reaction. Reactant: [Cl:1][C:2]1[CH:3]=[CH:4][C:5]2[NH:10][C:9](=[O:11])[O:8][C:7]([CH2:16][CH2:17][NH:18][S:19]([C:22]3[CH:27]=[CH:26][CH:25]=[CH:24][N:23]=3)(=[O:21])=[O:20])([C:12]([F:15])([F:14])[F:13])[C:6]=2[CH:28]=1.CCCCCC. Product: [Cl:1][C:2]1[CH:3]=[CH:4][C:5]2[NH:10][C:9](=[O:11])[O:8][C@@:7]([CH2:16][CH2:17][NH:18][S:19]([C:22]3[CH:27]=[CH:26][CH:25]=[CH:24][N:23]=3)(=[O:21])=[O:20])([C:12]([F:15])([F:14])[F:13])[C:6]=2[CH:28]=1. The catalyst class is: 41.